This data is from Forward reaction prediction with 1.9M reactions from USPTO patents (1976-2016). The task is: Predict the product of the given reaction. (1) Given the reactants [Cl-].[NH4+:2].[NH3:3].[Cl:4][C:5]1[CH:6]=[C:7]([S:11]([N:14]2[CH2:19][CH2:18][C:17](=O)[CH2:16][CH2:15]2)(=[O:13])=[O:12])[CH:8]=[CH:9][CH:10]=1.[C-:21]#N.[Na+], predict the reaction product. The product is: [NH2:2][C:17]1([C:21]#[N:3])[CH2:18][CH2:19][N:14]([S:11]([C:7]2[CH:8]=[CH:9][CH:10]=[C:5]([Cl:4])[CH:6]=2)(=[O:13])=[O:12])[CH2:15][CH2:16]1. (2) Given the reactants CO[C:3]1[N:8]=[C:7]([NH2:9])[CH:6]=[CH:5][N:4]=1.Cl[C:11]1[N:16]=[C:15]([NH:17][C:18]2[CH:19]=[C:20]3[C:24](=[CH:25][CH:26]=2)[NH:23][C:22]([CH3:27])=[CH:21]3)[CH:14]=[CH:13][N:12]=1.CC1(C)C2C(=C(P(C3C=CC=CC=3)C3C=CC=CC=3)C=CC=2)[O:49][C:31]2C(P(C3C=CC=CC=3)C3C=CC=CC=3)=CC=CC1=2, predict the reaction product. The product is: [CH3:31][O:49][C:11]1[N:16]=[C:15]([N:17]([C:18]2[CH:19]=[C:20]3[C:24](=[CH:25][CH:26]=2)[NH:23][C:22]([CH3:27])=[CH:21]3)[C:3]2[N:8]=[C:7]([NH2:9])[CH:6]=[CH:5][N:4]=2)[CH:14]=[CH:13][N:12]=1. (3) Given the reactants [NH2:1][C:2]1[CH:3]=[C:4]2[C:9](=[C:10]([CH3:12])[CH:11]=1)[N:8]=[CH:7][C:6]([C:13]#[N:14])=[C:5]2[NH:15][C:16]1[CH:21]=[CH:20][CH:19]=[C:18]([Br:22])[CH:17]=1.[N:23]1([CH2:29][CH:30]=O)[CH2:28][CH2:27][O:26][CH2:25][CH2:24]1.[BH3-]C#N.[Na+], predict the reaction product. The product is: [Br:22][C:18]1[CH:17]=[C:16]([NH:15][C:5]2[C:4]3[C:9](=[C:10]([CH3:12])[CH:11]=[C:2]([NH:1][CH2:30][CH2:29][N:23]4[CH2:28][CH2:27][O:26][CH2:25][CH2:24]4)[CH:3]=3)[N:8]=[CH:7][C:6]=2[C:13]#[N:14])[CH:21]=[CH:20][CH:19]=1. (4) Given the reactants [CH2:1]([N:3]1[C:11]2[C:6](=[CH:7][C:8]([C:12](=O)[CH2:13][C:14]([O:16]CC)=O)=[CH:9][CH:10]=2)[CH:5]=[N:4]1)[CH3:2].CC1C=CC(S(O)(=O)=O)=CC=1.[CH3:31][N:32]1[CH:36]=[CH:35][C:34]([C:37]2[CH:38]=[N:39][NH:40][C:41]=2[NH2:42])=[N:33]1, predict the reaction product. The product is: [CH2:1]([N:3]1[C:11]2[C:6](=[CH:7][C:8]([C:12]3[NH:42][C:41]4[N:40]([N:39]=[CH:38][C:37]=4[C:34]4[CH:35]=[CH:36][N:32]([CH3:31])[N:33]=4)[C:14](=[O:16])[CH:13]=3)=[CH:9][CH:10]=2)[CH:5]=[N:4]1)[CH3:2]. (5) Given the reactants Cl.[NH2:2][C@H:3]1[CH2:6][C@H:5]([N:7]2[C:11]3[N:12]=[CH:13][N:14]=[CH:15][C:10]=3[C:9]([CH3:17])([CH3:16])[C:8]2=[O:18])[CH2:4]1.Cl[C:20]1[S:21][C:22]2[CH:28]=[CH:27][CH:26]=[CH:25][C:23]=2[N:24]=1.C(N(CC)C(C)C)(C)C, predict the reaction product. The product is: [S:21]1[C:22]2[CH:28]=[CH:27][CH:26]=[CH:25][C:23]=2[N:24]=[C:20]1[NH:2][C@H:3]1[CH2:6][C@H:5]([N:7]2[C:11]3[N:12]=[CH:13][N:14]=[CH:15][C:10]=3[C:9]([CH3:16])([CH3:17])[C:8]2=[O:18])[CH2:4]1. (6) Given the reactants [NH2:1][C:2]1[CH:7]=[CH:6][C:5]([N:8]2[CH:13]=[CH:12][CH:11]=[CH:10][C:9]2=[O:14])=[CH:4][CH:3]=1.Cl[C:16]1[N:21]=[CH:20][C:19](/[CH:22]=[CH:23]/[C:24]2[CH:25]=[C:26]([CH:31]=[C:32]([O:35][CH3:36])[C:33]=2[F:34])[C:27]([O:29][CH3:30])=[O:28])=[CH:18][N:17]=1.O.CC1C=CC(S(O)(=O)=O)=CC=1, predict the reaction product. The product is: [F:34][C:33]1[C:24](/[CH:23]=[CH:22]/[C:19]2[CH:20]=[N:21][C:16]([NH:1][C:2]3[CH:7]=[CH:6][C:5]([N:8]4[CH:13]=[CH:12][CH:11]=[CH:10][C:9]4=[O:14])=[CH:4][CH:3]=3)=[N:17][CH:18]=2)=[CH:25][C:26]([C:27]([O:29][CH3:30])=[O:28])=[CH:31][C:32]=1[O:35][CH3:36]. (7) Given the reactants [CH3:1][O:2][C:3]1[CH:11]=[CH:10][CH:9]=[C:8]2[C:4]=1[CH:5]=[C:6]([C:12](OC)=O)[NH:7]2.[H-].[Al+3].[Li+].[H-].[H-].[H-].O, predict the reaction product. The product is: [CH3:1][O:2][C:3]1[CH:11]=[CH:10][CH:9]=[C:8]2[C:4]=1[CH:5]=[C:6]([CH3:12])[NH:7]2. (8) Given the reactants [CH2:1]([C:3]1[C:4]([N:10](CC2C=CC(OC)=CC=2)[CH:11]([CH2:23][CH3:24])[CH2:12][NH:13]CC2C=CC(OC)=CC=2)=[N:5][CH:6]=[N:7][C:8]=1[CH3:9])[CH3:2].[H][H], predict the reaction product. The product is: [CH2:1]([C:3]1[C:4]([NH:10][CH:11]([CH2:23][CH3:24])[CH2:12][NH2:13])=[N:5][CH:6]=[N:7][C:8]=1[CH3:9])[CH3:2]. (9) Given the reactants [F:1][C:2]1[CH:3]=[C:4]([CH:6]=[CH:7][C:8]=1[O:9][C:10]1[CH:15]=[CH:14][N:13]=[C:12]2[NH:16][CH:17]=[CH:18][C:11]=12)[NH2:5].[CH2:19]([O:21][C:22](=[O:32])[CH2:23][C:24]1[CH:29]=[C:28](Cl)[N:27]=[C:26]([NH2:31])[N:25]=1)[CH3:20], predict the reaction product. The product is: [CH2:19]([O:21][C:22](=[O:32])[CH2:23][C:24]1[CH:29]=[C:28]([NH:5][C:4]2[CH:6]=[CH:7][C:8]([O:9][C:10]3[CH:15]=[CH:14][N:13]=[C:12]4[NH:16][CH:17]=[CH:18][C:11]=34)=[C:2]([F:1])[CH:3]=2)[N:27]=[C:26]([NH2:31])[N:25]=1)[CH3:20].